The task is: Predict the product of the given reaction.. This data is from Forward reaction prediction with 1.9M reactions from USPTO patents (1976-2016). (1) Given the reactants [OH:1][C:2]1[CH:10]=[CH:9][C:5]([C:6]([OH:8])=O)=[CH:4][N:3]=1.CCN=C=NCCCN(C)C.Cl.C1C=CC2N(O)N=NC=2C=1.Cl.[CH3:34][NH:35][O:36][CH3:37].C(N(CC)C(C)C)(C)C, predict the reaction product. The product is: [OH:1][C:2]1[CH:10]=[CH:9][C:5]([C:6]([N:35]([O:36][CH3:37])[CH3:34])=[O:8])=[CH:4][N:3]=1. (2) Given the reactants [F:1][C:2]1[CH:7]=[CH:6][CH:5]=[C:4]([F:8])[C:3]=1[N:9]1[C:14]2[N:15]=[C:16]([NH:27][CH2:28][C:29](O)=[O:30])[N:17]=[C:18]([C:19]3[CH:24]=[CH:23][C:22]([F:25])=[CH:21][C:20]=3[CH3:26])[C:13]=2[CH:12]=[CH:11][C:10]1=[O:32].Cl.[NH:34]1[CH2:37][CH:36]([OH:38])[CH2:35]1.CN(C(ON1N=NC2C1=CC=CC=2)=[N+](C)C)C.F[P-](F)(F)(F)(F)F.CN1CCOCC1, predict the reaction product. The product is: [F:8][C:4]1[CH:5]=[CH:6][CH:7]=[C:2]([F:1])[C:3]=1[N:9]1[C:14]2[N:15]=[C:16]([NH:27][CH2:28][C:29]([N:34]3[CH2:37][CH:36]([OH:38])[CH2:35]3)=[O:30])[N:17]=[C:18]([C:19]3[CH:24]=[CH:23][C:22]([F:25])=[CH:21][C:20]=3[CH3:26])[C:13]=2[CH:12]=[CH:11][C:10]1=[O:32]. (3) Given the reactants [OH:1][C@H:2]([CH3:16])[CH2:3][NH:4][CH2:5][C@@H:6]([NH:8][C:9](=[O:15])[O:10][C:11]([CH3:14])([CH3:13])[CH3:12])[CH3:7].C(N(C(C)C)CC)(C)C.Cl[C:27]([O:29][CH2:30][C:31]1[CH:36]=[CH:35][CH:34]=[CH:33][CH:32]=1)=[O:28].Cl, predict the reaction product. The product is: [C:11]([O:10][C:9]([NH:8][C@@H:6]([CH3:7])[CH2:5][N:4]([CH2:3][C@H:2]([OH:1])[CH3:16])[C:27](=[O:28])[O:29][CH2:30][C:31]1[CH:36]=[CH:35][CH:34]=[CH:33][CH:32]=1)=[O:15])([CH3:14])([CH3:13])[CH3:12]. (4) Given the reactants [Cl:1][C:2]1[CH:7]=[C:6]([NH:8][S:9]([C:12]2[CH:17]=[CH:16][C:15]([CH3:18])=[CH:14][CH:13]=2)(=[O:11])=[O:10])[CH:5]=[CH:4][C:3]=1[NH:19][C:20](=[O:28])[C@:21]([OH:27])([CH3:26])[C:22]([F:25])([F:24])[F:23].[C:29](=O)([O-])[O-].[K+].[K+].IC, predict the reaction product. The product is: [Cl:1][C:2]1[CH:7]=[C:6]([N:8]([S:9]([C:12]2[CH:17]=[CH:16][C:15]([CH3:18])=[CH:14][CH:13]=2)(=[O:11])=[O:10])[CH3:29])[CH:5]=[CH:4][C:3]=1[NH:19][C:20](=[O:28])[C@:21]([OH:27])([CH3:26])[C:22]([F:25])([F:23])[F:24]. (5) Given the reactants [CH2:1]([N:8]1[CH2:13][CH2:12][CH:11]([C:14]([O:16]CC)=O)[CH2:10][CH2:9]1)[C:2]1[CH:7]=[CH:6][CH:5]=[CH:4][CH:3]=1.Cl.[CH3:20][NH:21][O:22][CH3:23].C([Mg]Cl)(C)C, predict the reaction product. The product is: [CH2:1]([N:8]1[CH2:9][CH2:10][CH:11]([C:14]([N:21]([O:22][CH3:23])[CH3:20])=[O:16])[CH2:12][CH2:13]1)[C:2]1[CH:3]=[CH:4][CH:5]=[CH:6][CH:7]=1.